Dataset: Catalyst prediction with 721,799 reactions and 888 catalyst types from USPTO. Task: Predict which catalyst facilitates the given reaction. (1) Reactant: [Li]CCCC.Br[C:7]1[CH:12]=[CH:11][C:10]([S:13][CH2:14][CH3:15])=[C:9]([C:16]([F:19])([F:18])[F:17])[CH:8]=1.[B:20](OC(C)C)([O:25]C(C)C)[O:21]C(C)C. Product: [CH2:14]([S:13][C:10]1[CH:11]=[CH:12][C:7]([B:20]([OH:25])[OH:21])=[CH:8][C:9]=1[C:16]([F:19])([F:18])[F:17])[CH3:15]. The catalyst class is: 1. (2) Reactant: [CH:1]1C=CC=CC=1.[OH:7][C:8]1([CH:15]=[CH:14][C:13]([O:16][CH3:17])=[CH:12][CH2:11]1)C=O.[Br:18][C:19]1[CH:33]=[CH:32][C:22]([O:23][C:24]2[CH:30]=[CH:29][C:28]([F:31])=[CH:27][C:25]=2[NH2:26])=[CH:21][CH:20]=1.[BH4-].[Na+]. Product: [OH:7][C:8]1[CH:11]=[CH:12][C:13]([O:16][CH3:17])=[CH:14][C:15]=1[CH2:1][NH:26][C:25]1[CH:27]=[C:28]([F:31])[CH:29]=[CH:30][C:24]=1[O:23][C:22]1[CH:32]=[CH:33][C:19]([Br:18])=[CH:20][CH:21]=1. The catalyst class is: 84. (3) Reactant: [CH2:1]([O:3][C:4](=[O:13])[C:5]1[CH:10]=[CH:9][C:8]([OH:11])=[C:7]([I:12])[CH:6]=1)[CH3:2].C(=O)([O-])[O-].[K+].[K+].I[CH2:21][CH3:22].CCOC(C)=O. Product: [CH2:1]([O:3][C:4](=[O:13])[C:5]1[CH:10]=[CH:9][C:8]([O:11][CH2:21][CH3:22])=[C:7]([I:12])[CH:6]=1)[CH3:2]. The catalyst class is: 10. (4) Reactant: [C:1]1([S:7]([N:10]2[C:14]3=[N:15][CH:16]=[C:17]([N+:26]([O-])=O)[C:18]([NH:19][CH:20]4[CH2:24][CH2:23][CH:22]([OH:25])[CH2:21]4)=[C:13]3[CH:12]=[CH:11]2)(=[O:9])=[O:8])[CH:6]=[CH:5][CH:4]=[CH:3][CH:2]=1. Product: [NH2:26][C:17]1[C:18]([NH:19][CH:20]2[CH2:24][CH2:23][CH:22]([OH:25])[CH2:21]2)=[C:13]2[CH:12]=[CH:11][N:10]([S:7]([C:1]3[CH:2]=[CH:3][CH:4]=[CH:5][CH:6]=3)(=[O:9])=[O:8])[C:14]2=[N:15][CH:16]=1. The catalyst class is: 19. (5) Reactant: [NH2:1][C:2]1[S:3][C:4]2[C:9]([N:10]=1)=[CH:8][CH:7]=[C:6]([O:11][C:12]1[CH:13]=[C:14]([NH:19][C:20](=[O:32])[C:21]3[CH:26]=[CH:25][CH:24]=[C:23]([C:27]([F:30])([F:29])[F:28])[C:22]=3[Cl:31])[CH:15]=[CH:16][C:17]=1[CH3:18])[N:5]=2.[CH:33]1([C:36](Cl)=[O:37])[CH2:35][CH2:34]1. Product: [Cl:31][C:22]1[C:23]([C:27]([F:29])([F:28])[F:30])=[CH:24][CH:25]=[CH:26][C:21]=1[C:20]([NH:19][C:14]1[CH:15]=[CH:16][C:17]([CH3:18])=[C:12]([O:11][C:6]2[N:5]=[C:4]3[S:3][C:2]([NH:1][C:36]([CH:33]4[CH2:35][CH2:34]4)=[O:37])=[N:10][C:9]3=[CH:8][CH:7]=2)[CH:13]=1)=[O:32]. The catalyst class is: 300. (6) Reactant: [NH2:1][C:2]1[CH:3]=[C:4]([C:9]([N:11]2[CH2:16][CH2:15][C@H:14]([C:17]3[CH:22]=[CH:21][C:20](Br)=[CH:19][CH:18]=3)[C@H:13]([CH3:24])[CH2:12]2)=[O:10])[CH:5]=[CH:6][C:7]=1[CH3:8].C([O-])([O-])=O.[Na+].[Na+].[CH3:31][N:32]1[C:36](B2OC(C)(C)C(C)(C)O2)=[CH:35][CH:34]=[N:33]1.O. Product: [NH2:1][C:2]1[CH:3]=[C:4]([C:9]([N:11]2[CH2:16][CH2:15][C@H:14]([C:17]3[CH:22]=[CH:21][C:20]([C:36]4[N:32]([CH3:31])[N:33]=[CH:34][CH:35]=4)=[CH:19][CH:18]=3)[C@H:13]([CH3:24])[CH2:12]2)=[O:10])[CH:5]=[CH:6][C:7]=1[CH3:8]. The catalyst class is: 184.